This data is from Full USPTO retrosynthesis dataset with 1.9M reactions from patents (1976-2016). The task is: Predict the reactants needed to synthesize the given product. (1) Given the product [Cl:29][C:28]1[C:16]([CH2:15][O:12][C:6]2[CH:5]=[C:4]3[C:9]([CH2:10][CH2:11][C:2]([CH3:13])([CH3:1])[O:3]3)=[CH:8][CH:7]=2)=[CH:17][C:18]([F:30])=[C:19]([CH:27]=1)[C:20]([O:22][C:23]([CH3:24])([CH3:25])[CH3:26])=[O:21], predict the reactants needed to synthesize it. The reactants are: [CH3:1][C:2]1([CH3:13])[CH2:11][CH2:10][C:9]2[C:4](=[CH:5][C:6]([OH:12])=[CH:7][CH:8]=2)[O:3]1.Br[CH2:15][C:16]1[C:28]([Cl:29])=[CH:27][C:19]([C:20]([O:22][C:23]([CH3:26])([CH3:25])[CH3:24])=[O:21])=[C:18]([F:30])[CH:17]=1.C(=O)([O-])[O-].[K+].[K+]. (2) The reactants are: C(OC([NH:8][C@H:9]([C:22]([O:24]C(C)(C)C)=[O:23])[CH2:10][CH2:11][CH2:12][CH2:13][NH:14][C:15](=[O:21])[CH2:16][C:17]1([CH3:20])[N:19]=[N:18]1)=O)(C)(C)C.[C:29]([OH:35])([C:31]([F:34])([F:33])[F:32])=[O:30]. Given the product [F:32][C:31]([F:34])([F:33])[C:29]([OH:35])=[O:30].[CH3:20][C:17]1([CH2:16][C:15]([NH:14][CH2:13][CH2:12][CH2:11][CH2:10][C@@H:9]([C:22]([OH:24])=[O:23])[NH2:8])=[O:21])[N:18]=[N:19]1, predict the reactants needed to synthesize it. (3) Given the product [NH2:24][CH:21]1[CH2:22][CH2:23][N:18]([C:16]2[C:15]3[C:10](=[CH:11][CH:12]=[CH:13][CH:14]=3)[N:9]=[C:8]([C:3]3[CH:4]=[CH:5][CH:6]=[CH:7][C:2]=3[OH:1])[N:17]=2)[CH2:19][CH2:20]1, predict the reactants needed to synthesize it. The reactants are: [OH:1][C:2]1[CH:7]=[CH:6][CH:5]=[CH:4][C:3]=1[C:8]1[N:17]=[C:16]([N:18]2[CH2:23][CH2:22][CH:21]([NH:24]C(=O)OC(C)(C)C)[CH2:20][CH2:19]2)[C:15]2[C:10](=[CH:11][CH:12]=[CH:13][CH:14]=2)[N:9]=1.C(O)(C(F)(F)F)=O. (4) The reactants are: [OH:1][C:2]1[C:9](/[CH:10]=[CH:11]/[CH3:12])=[CH:8][C:5]([C:6]#[N:7])=[CH:4][C:3]=1[N+:13]([O-])=O. Given the product [NH2:13][C:3]1[CH:4]=[C:5]([CH:8]=[C:9]([CH2:10][CH2:11][CH3:12])[C:2]=1[OH:1])[C:6]#[N:7], predict the reactants needed to synthesize it. (5) Given the product [CH:12]1([NH:11][C:9](=[O:10])[CH2:8][O:7][C:6]2[CH:15]=[C:2]([B:17]3[O:21][C:20]([CH3:23])([CH3:22])[C:19]([CH3:25])([CH3:24])[O:18]3)[CH:3]=[CH:4][C:5]=2[F:16])[CH2:14][CH2:13]1, predict the reactants needed to synthesize it. The reactants are: Br[C:2]1[CH:3]=[CH:4][C:5]([F:16])=[C:6]([CH:15]=1)[O:7][CH2:8][C:9]([NH:11][CH:12]1[CH2:14][CH2:13]1)=[O:10].[B:17]1([B:17]2[O:21][C:20]([CH3:23])([CH3:22])[C:19]([CH3:25])([CH3:24])[O:18]2)[O:21][C:20]([CH3:23])([CH3:22])[C:19]([CH3:25])([CH3:24])[O:18]1.C([O-])(=O)C.[K+]. (6) Given the product [CH3:1][C:2]1[N:7]=[C:6]([CH2:8][NH2:9])[CH:5]=[CH:4][CH:3]=1, predict the reactants needed to synthesize it. The reactants are: [CH3:1][C:2]1[N:7]=[C:6]([C:8]#[N:9])[CH:5]=[CH:4][CH:3]=1.